Dataset: Catalyst prediction with 721,799 reactions and 888 catalyst types from USPTO. Task: Predict which catalyst facilitates the given reaction. (1) Reactant: [CH3:1][N:2]([CH3:17])[CH2:3][CH2:4][O:5][C:6]1[CH:11]=[CH:10][C:9]([CH2:12][C:13]([O:15]C)=[O:14])=[CH:8][CH:7]=1.[OH-].[Na+:19]. Product: [CH3:17][N:2]([CH3:1])[CH2:3][CH2:4][O:5][C:6]1[CH:11]=[CH:10][C:9]([CH2:12][C:13]([O-:15])=[O:14])=[CH:8][CH:7]=1.[Na+:19]. The catalyst class is: 5. (2) Reactant: N[C:2]1[C:3]([CH3:8])=[CH:4][CH:5]=[CH:6][CH:7]=1.O=S(Cl)Cl.[S:13](=[N:15]S(C)(=O)=O)=O.N1C=CC=CC=1. Product: [S:13]1[C:2]2[CH:7]=[CH:6][CH:5]=[CH:4][C:3]=2[CH:8]=[N:15]1. The catalyst class is: 11. (3) Reactant: [OH:1][C@@H:2]1[C@H:5]([CH:6]=[CH2:7])[N:4]([C:8]2[CH:13]=[CH:12][C:11]([O:14][CH3:15])=[CH:10][CH:9]=2)[C:3]1=[O:16].[CH2:17]([Zn]CC)C.ICI.[Cl-].[NH4+]. Product: [CH:6]1([C@@H:5]2[N:4]([C:8]3[CH:13]=[CH:12][C:11]([O:14][CH3:15])=[CH:10][CH:9]=3)[C:3](=[O:16])[C@@H:2]2[OH:1])[CH2:17][CH2:7]1. The catalyst class is: 26. (4) Reactant: CC1(C)C(C)(C)OB([C:9]2[CH2:14][CH2:13][CH:12]([CH:15]([CH3:21])[C:16]([O:18][CH2:19][CH3:20])=[O:17])[CH2:11][CH:10]=2)O1.Br[C:24]1[CH:29]=[CH:28][N:27]=[C:26]([CH3:30])[CH:25]=1.O.C([O-])([O-])=O.[Na+].[Na+]. Product: [CH3:30][C:26]1[CH:25]=[C:24]([C:9]2[CH2:14][CH2:13][CH:12]([CH:15]([CH3:21])[C:16]([O:18][CH2:19][CH3:20])=[O:17])[CH2:11][CH:10]=2)[CH:29]=[CH:28][N:27]=1. The catalyst class is: 752. (5) Reactant: [OH:1][CH2:2][C@H:3]([NH:14]C(=O)OCC1C=CC=CC=1)[C:4]1[CH:9]=[CH:8][CH:7]=[C:6]([C:10]([F:13])([F:12])[F:11])[CH:5]=1. Product: [NH2:14][C@H:3]([C:4]1[CH:9]=[CH:8][CH:7]=[C:6]([C:10]([F:11])([F:12])[F:13])[CH:5]=1)[CH2:2][OH:1]. The catalyst class is: 19. (6) Reactant: [NH2:1][C:2]1[N:7]=[CH:6][C:5]([CH2:8][C:9]([O:11][C:12]([CH3:15])([CH3:14])[CH3:13])=[O:10])=[CH:4][C:3]=1[F:16].FC(F)(F)C(O[Si](C)(C)C)=O.[CH:28](OCC)(OCC)OCC.[N:38]([Si](C)(C)C)=[N+:39]=[N-:40]. Product: [F:16][C:3]1[CH:4]=[C:5]([CH2:8][C:9]([O:11][C:12]([CH3:13])([CH3:15])[CH3:14])=[O:10])[CH:6]=[N:7][C:2]=1[N:1]1[CH:28]=[N:38][N:39]=[N:40]1. The catalyst class is: 25. (7) Reactant: C1CCC(N=C=NC2CCCCC2)CC1.Cl.[C:17]1([CH:23]([NH:27][C:28]2[CH:33]=[CH:32][CH:31]=[CH:30][C:29]=2[CH3:34])[C:24]([OH:26])=[O:25])[CH:22]=[CH:21][CH:20]=[CH:19][CH:18]=1.C1C=CC2N(O)N=NC=2C=1.[N:45]12[CH2:52][CH2:51][CH:48]([CH2:49][CH2:50]1)[C@@H:47](O)[CH2:46]2. Product: [N:45]12[CH2:52][CH2:51][CH:48]([CH2:49][CH2:50]1)[C@@H:47]([O:25][C:24](=[O:26])[CH:23]([C:17]1[CH:18]=[CH:19][CH:20]=[CH:21][CH:22]=1)[NH:27][C:28]1[CH:33]=[CH:32][CH:31]=[CH:30][C:29]=1[CH3:34])[CH2:46]2. The catalyst class is: 1. (8) Reactant: [Cl:1][C:2]1[CH:7]=[C:6](Cl)[C:5]([N+:9]([O-:11])=[O:10])=[CH:4][N:3]=1.[NH2:12][CH:13]([CH3:18])[CH2:14][C:15]([NH2:17])=[O:16].C(N(CC)CC)C. Product: [Cl:1][C:2]1[CH:7]=[C:6]([NH:12][CH:13]([CH3:18])[CH2:14][C:15]([NH2:17])=[O:16])[C:5]([N+:9]([O-:11])=[O:10])=[CH:4][N:3]=1. The catalyst class is: 51.